Dataset: Forward reaction prediction with 1.9M reactions from USPTO patents (1976-2016). Task: Predict the product of the given reaction. (1) Given the reactants [CH2:1]([N:3]1[C:7]2[C:8]3[CH:9]=[CH:10][CH:11]=[CH:12][C:13]=3[O:14][C:15]3([CH2:20][CH2:19][N:18](C(OCC4C=CC=CC=4)=O)[CH2:17][CH2:16]3)[C:6]=2[CH:5]=[N:4]1)[CH3:2].[H][H], predict the reaction product. The product is: [CH2:1]([N:3]1[C:7]2[C:8]3[CH:9]=[CH:10][CH:11]=[CH:12][C:13]=3[O:14][C:15]3([CH2:20][CH2:19][NH:18][CH2:17][CH2:16]3)[C:6]=2[CH:5]=[N:4]1)[CH3:2]. (2) Given the reactants [C:1]1([C:7]2([C:13]([O:15][C:16]3[CH:21]=[CH:20][C:19]([C:22]([NH:24][O:25]CC4C=CC=CC=4)=[O:23])=[CH:18][CH:17]=3)=[O:14])[CH2:12][CH2:11][CH2:10][CH2:9][CH2:8]2)[CH:6]=[CH:5][CH:4]=[CH:3][CH:2]=1, predict the reaction product. The product is: [C:1]1([C:7]2([C:13]([O:15][C:16]3[CH:17]=[CH:18][C:19]([C:22]([NH:24][OH:25])=[O:23])=[CH:20][CH:21]=3)=[O:14])[CH2:12][CH2:11][CH2:10][CH2:9][CH2:8]2)[CH:6]=[CH:5][CH:4]=[CH:3][CH:2]=1. (3) Given the reactants FC(F)(F)C(O)=O.[NH2:8][CH2:9][CH2:10][CH2:11][CH:12]1[CH2:17][CH2:16][N:15]([C:18]2[C:19]3[S:26][C:25]([C:27]([NH2:29])=[O:28])=[CH:24][C:20]=3[N:21]=[CH:22][N:23]=2)[CH2:14][CH2:13]1.C(=O)([O-])[O-].[Na+].[Na+].[C:36](Cl)(=[O:41])[C:37]([CH3:40])([CH3:39])[CH3:38], predict the reaction product. The product is: [C:36]([NH:8][CH2:9][CH2:10][CH2:11][CH:12]1[CH2:17][CH2:16][N:15]([C:18]2[C:19]3[S:26][C:25]([C:27]([NH2:29])=[O:28])=[CH:24][C:20]=3[N:21]=[CH:22][N:23]=2)[CH2:14][CH2:13]1)(=[O:41])[C:37]([CH3:40])([CH3:39])[CH3:38].